This data is from Full USPTO retrosynthesis dataset with 1.9M reactions from patents (1976-2016). The task is: Predict the reactants needed to synthesize the given product. (1) Given the product [Br:1][C:2]1[CH:7]=[C:6]2[C:5](=[CH:4][CH:3]=1)[O:8][C:19](=[O:29])[CH2:18][CH:17]2[C:11]1[CH:12]=[CH:13][C:14]([Cl:16])=[CH:15][C:10]=1[Cl:9], predict the reactants needed to synthesize it. The reactants are: [Br:1][C:2]1[CH:7]=[CH:6][C:5]([OH:8])=[CH:4][CH:3]=1.[Cl:9][C:10]1[CH:15]=[C:14]([Cl:16])[CH:13]=[CH:12][C:11]=1[C:17]1[CH:18]=[C:19](C(=C)C(O)=O)C=CC=1.S(=O)(=O)(O)[OH:29]. (2) Given the product [C:1]([C:4]1[CH:5]=[CH:6][C:7]2[O:11][CH:10]=[CH:9][C:8]=2[CH:16]=1)(=[O:3])[CH3:2], predict the reactants needed to synthesize it. The reactants are: [C:1]([C:4]1[CH:5]=[CH:6][C:7]2[O:11][C:10](C(OC)=O)=[CH:9][C:8]=2[CH:16]=1)(=[O:3])[CH3:2].[OH-].[Na+]. (3) Given the product [S:32]([C:29]1[CH:30]=[CH:31][C:26]([CH3:36])=[CH:27][CH:28]=1)([O:17][CH2:16][CH2:15][O:14][CH2:13][CH2:12][O:11][CH2:10][CH2:9][S:8][CH2:7][C:6]1[CH:5]=[CH:4][C:3]([O:2][CH3:1])=[CH:19][CH:18]=1)(=[O:34])=[O:33], predict the reactants needed to synthesize it. The reactants are: [CH3:1][O:2][C:3]1[CH:19]=[CH:18][C:6]([CH2:7][S:8][CH2:9][CH2:10][O:11][CH2:12][CH2:13][O:14][CH2:15][CH2:16][OH:17])=[CH:5][CH:4]=1.N1C=CC=CC=1.[C:26]1([CH3:36])[CH:31]=[CH:30][C:29]([S:32](Cl)(=[O:34])=[O:33])=[CH:28][CH:27]=1.O. (4) The reactants are: [Br:1][C:2]1[CH:16]=[CH:15][C:5]([CH2:6]P(=O)(OCC)OCC)=[CH:4][CH:3]=1.[CH3:17][C:18]([O-])([CH3:20])[CH3:19].[Na+].[CH2:23]([C:27]1([O:51][CH3:52])[C:40]([CH2:43][CH2:44][CH2:45][CH3:46])(OC)[C:39]2[CH:38]=[C:37]([CH:47]=O)[CH:36]=[CH:35][C:34]=2[C:33]2[C:28]1=[CH:29]C(C=O)=C[CH:32]=2)[CH2:24][CH2:25][CH3:26].Cl.CN([CH:57]=[O:58])C. Given the product [Br:1][C:2]1[CH:16]=[CH:19][C:18]([CH:20]=[CH:47][C:37]2[CH:36]=[CH:35][C:34]3[C:33]4[C:28](=[CH:29][C:5]([CH:6]=[CH:6][C:5]5[CH:4]=[CH:3][C:2]([Br:1])=[CH:16][CH:15]=5)=[CH:4][CH:32]=4)[C:27]([CH2:23][CH2:24][CH2:25][CH3:26])([O:51][CH3:52])[C:40]([CH2:43][CH2:44][CH2:45][CH3:46])([O:58][CH3:57])[C:39]=3[CH:38]=2)=[CH:17][CH:3]=1, predict the reactants needed to synthesize it. (5) Given the product [Br:12][C:9]1[C:5]([C:1]([CH3:4])([CH3:2])[CH3:3])=[N:6][N:7]([CH3:11])[C:8]=1[NH2:10], predict the reactants needed to synthesize it. The reactants are: [C:1]([C:5]1[CH:9]=[C:8]([NH2:10])[N:7]([CH3:11])[N:6]=1)([CH3:4])([CH3:3])[CH3:2].[Br:12]Br.O.[OH-].[K+]. (6) The reactants are: [Cl:1][C:2]1[C:3]([F:29])=[C:4]([CH:26]=[CH:27][CH:28]=1)[NH:5][C:6]1[C:15]2[C:10](=[CH:11][C:12]([O:24][CH3:25])=[C:13]([O:16][CH2:17][CH:18]3[CH2:23][CH2:22][NH:21][CH2:20][CH2:19]3)[CH:14]=2)[N:9]=[CH:8][N:7]=1.C(=O)([O-])[O-].[K+].[K+].Cl[CH2:37][C:38]#[N:39]. Given the product [Cl:1][C:2]1[C:3]([F:29])=[C:4]([CH:26]=[CH:27][CH:28]=1)[NH:5][C:6]1[C:15]2[C:10](=[CH:11][C:12]([O:24][CH3:25])=[C:13]([O:16][CH2:17][CH:18]3[CH2:23][CH2:22][N:21]([CH2:37][C:38]#[N:39])[CH2:20][CH2:19]3)[CH:14]=2)[N:9]=[CH:8][N:7]=1, predict the reactants needed to synthesize it. (7) Given the product [CH3:9][O:8][C:4]1[CH:3]=[C:2]([B:10]2[O:14][C:13]([CH3:16])([CH3:15])[C:12]([CH3:18])([CH3:17])[O:11]2)[CH:7]=[CH:6][N:5]=1, predict the reactants needed to synthesize it. The reactants are: I[C:2]1[CH:7]=[CH:6][N:5]=[C:4]([O:8][CH3:9])[CH:3]=1.[B:10]1([B:10]2[O:14][C:13]([CH3:16])([CH3:15])[C:12]([CH3:18])([CH3:17])[O:11]2)[O:14][C:13]([CH3:16])([CH3:15])[C:12]([CH3:18])([CH3:17])[O:11]1.C([O-])(=O)C.[K+].ClCCl. (8) Given the product [Cl:1][C:2]1[C:3]([N:13]2[CH2:18][CH2:17][N:16]([C:36]([NH:35][S:32]([C:26]3[CH:27]=[CH:28][CH:29]=[CH:30][CH:31]=3)(=[O:34])=[O:33])=[O:37])[CH2:15][CH2:14]2)=[N:4][CH:5]=[C:6]([CH:12]=1)[C:7]([O:9][CH2:10][CH3:11])=[O:8], predict the reactants needed to synthesize it. The reactants are: [Cl:1][C:2]1[C:3]([N:13]2[CH2:18][CH2:17][NH:16][CH2:15][CH2:14]2)=[N:4][CH:5]=[C:6]([CH:12]=1)[C:7]([O:9][CH2:10][CH3:11])=[O:8].C(N(CC)CC)C.[C:26]1([S:32]([N:35]=[C:36]=[O:37])(=[O:34])=[O:33])[CH:31]=[CH:30][CH:29]=[CH:28][CH:27]=1. (9) Given the product [C:7]([C:6]1[CH:9]=[CH:10][C:3]([CH:1]2[C:22]([C:14]3[S:13][C:17]4[CH2:18][CH2:19][CH2:20][CH2:21][C:16]=4[N:15]=3)=[C:23]([CH3:25])[NH:26][C:27]([CH3:31])=[C:28]2[C:29]#[N:30])=[C:4]([O:11][CH3:12])[CH:5]=1)#[N:8], predict the reactants needed to synthesize it. The reactants are: [CH:1]([C:3]1[CH:10]=[CH:9][C:6]([C:7]#[N:8])=[CH:5][C:4]=1[O:11][CH3:12])=O.[S:13]1[C:17]2[CH2:18][CH2:19][CH2:20][CH2:21][C:16]=2[N:15]=[C:14]1[CH2:22][C:23]([CH3:25])=O.[NH2:26]/[C:27](/[CH3:31])=[CH:28]\[C:29]#[N:30]. (10) The reactants are: [C:1]([C:3]1[CH:8]=[CH:7][C:6]([C:9]2[C:10]([CH3:25])=[N:11][N:12]([CH2:15][C:16]3[CH:24]=[CH:23][C:19]([C:20]([OH:22])=O)=[CH:18][CH:17]=3)[C:13]=2[CH3:14])=[CH:5][CH:4]=1)#[N:2].CC[N:28]=C=NCCCN(C)C.Cl. Given the product [C:1]([C:3]1[CH:4]=[CH:5][C:6]([C:9]2[C:10]([CH3:25])=[N:11][N:12]([CH2:15][C:16]3[CH:17]=[CH:18][C:19]([C:20]([NH2:28])=[O:22])=[CH:23][CH:24]=3)[C:13]=2[CH3:14])=[CH:7][CH:8]=1)#[N:2], predict the reactants needed to synthesize it.